Task: Predict the reaction yield, written as a fraction of the theoretical maximum amount of product (1.0 means a 100% yield; for example, 0.34 means a 34% yield).. Dataset: Reaction yield outcomes from USPTO patents with 853,638 reactions (1) The reactants are [C:1]([O:4][CH2:5][O:6][C:7]1[CH:14]=[CH:13][CH:12]=[CH:11][C:8]=1[CH:9]=[O:10])(=[O:3])[CH3:2].CC(=CC)C.P([O-])([O-])(O)=[O:21].[Na+].[Na+].Cl([O-])=O.[Na+]. The catalyst is C(O)(C)(C)C.O. The product is [C:1]([O:4][CH2:5][O:6][C:7]1[CH:14]=[CH:13][CH:12]=[CH:11][C:8]=1[C:9]([OH:21])=[O:10])(=[O:3])[CH3:2]. The yield is 0.630. (2) The reactants are C(OC([N:8]1[CH2:13][CH2:12][CH:11]([C:14]([OH:16])=O)[CH2:10][CH2:9]1)=O)(C)(C)C.[CH2:17]([NH:19][CH2:20][CH3:21])[CH3:18].C(N(CC)CC)C.C1C=NC2N(O)N=NC=2C=1.CCN=C=NCCCN(C)C. The catalyst is CN(C=O)C. The product is [CH2:17]([N:19]([CH2:20][CH3:21])[C:14]([CH:11]1[CH2:10][CH2:9][NH:8][CH2:13][CH2:12]1)=[O:16])[CH3:18]. The yield is 0.860. (3) The reactants are [CH3:1][O:2][C:3]1([C:6]2[CH:11]=[CH:10][C:9]([C:12]#[C:13][C:14]3[CH:19]=[CH:18][C:17]([CH2:20][C:21]([O:23]C)=[O:22])=[CH:16][CH:15]=3)=[CH:8][CH:7]=2)[CH2:5][CH2:4]1.[OH-].[Na+]. The catalyst is C(O)C. The product is [CH3:1][O:2][C:3]1([C:6]2[CH:7]=[CH:8][C:9]([C:12]#[C:13][C:14]3[CH:15]=[CH:16][C:17]([CH2:20][C:21]([OH:23])=[O:22])=[CH:18][CH:19]=3)=[CH:10][CH:11]=2)[CH2:5][CH2:4]1. The yield is 0.840. (4) The reactants are [CH2:1]([O:8][CH2:9][CH2:10][CH2:11][CH2:12][O:13][C:14]1[N:19]=[C:18]([NH:20][C:21](=[O:26])[C:22]([CH3:25])([CH3:24])[CH3:23])[C:17]([CH:27]=[CH:28][C:29]([O:31][CH2:32][CH3:33])=[O:30])=[CH:16][CH:15]=1)[C:2]1[CH:7]=[CH:6][CH:5]=[CH:4][CH:3]=1. The catalyst is C1COCC1.[Ni]. The product is [CH2:1]([O:8][CH2:9][CH2:10][CH2:11][CH2:12][O:13][C:14]1[N:19]=[C:18]([NH:20][C:21](=[O:26])[C:22]([CH3:25])([CH3:23])[CH3:24])[C:17]([CH2:27][CH2:28][C:29]([O:31][CH2:32][CH3:33])=[O:30])=[CH:16][CH:15]=1)[C:2]1[CH:7]=[CH:6][CH:5]=[CH:4][CH:3]=1. The yield is 0.715.